This data is from Full USPTO retrosynthesis dataset with 1.9M reactions from patents (1976-2016). The task is: Predict the reactants needed to synthesize the given product. (1) Given the product [OH:40][C:33]1([C:10]2[C:9]([OH:12])=[CH:8][C:4]3[O:5][CH2:6][CH2:7][N:2]([CH3:1])[C:3]=3[CH:11]=2)[C:34]2[C:39](=[CH:38][CH:37]=[CH:36][CH:35]=2)[N:31]([CH2:30][C:28]2[O:29][C:25]([C:24]([F:42])([F:23])[F:43])=[CH:26][CH:27]=2)[C:32]1=[O:41], predict the reactants needed to synthesize it. The reactants are: [CH3:1][N:2]1[CH2:7][CH2:6][O:5][C:4]2[CH:8]=[C:9]([OH:12])[CH:10]=[CH:11][C:3]1=2.O1C2C=C(O)C=CC=2CC1.[F:23][C:24]([F:43])([F:42])[C:25]1[O:29][C:28]([CH2:30][N:31]2[C:39]3[C:34](=[CH:35][CH:36]=[CH:37][CH:38]=3)[C:33](=[O:40])[C:32]2=[O:41])=[CH:27][CH:26]=1.ClC1C=CC=C2C=1N(C(C1C=CC=CC=1)C1C=CC=CC=1)C(=O)C2=O. (2) The reactants are: CON(C)[C:4]([C:6]1[C:7]([NH2:15])=[N:8][C:9]([S:12][CH2:13][CH3:14])=[N:10][CH:11]=1)=[O:5].Br[C:18]1[S:19][CH:20]=[CH:21][C:22]=1[CH3:23]. Given the product [NH2:15][C:7]1[C:6]([C:4]([C:18]2[S:19][CH:20]=[CH:21][C:22]=2[CH3:23])=[O:5])=[CH:11][N:10]=[C:9]([S:12][CH2:13][CH3:14])[N:8]=1, predict the reactants needed to synthesize it. (3) Given the product [CH3:37][O:38][N:39]([CH3:40])[C:5](=[O:7])[C:4]1[CH:8]=[CH:9][CH:10]=[C:11]([O:12][CH3:13])[C:3]=1[O:2][CH3:1], predict the reactants needed to synthesize it. The reactants are: [CH3:1][O:2][C:3]1[C:11]([O:12][CH3:13])=[CH:10][CH:9]=[CH:8][C:4]=1[C:5]([OH:7])=O.ClCCl.C(N(CC)CC)C.C(N1C=CN=C1)(N1C=CN=C1)=O.Cl.[CH3:37][O:38][NH:39][CH3:40]. (4) Given the product [OH:8][N:9]1[C:15](=[O:16])[N:14]2[CH2:17][C@H:10]1[CH2:11][CH2:12][C@H:13]2[C:18]([NH:20][N:21]([CH3:23])[CH3:22])=[O:19], predict the reactants needed to synthesize it. The reactants are: C([O:8][N:9]1[C:15](=[O:16])[N:14]2[CH2:17][C@H:10]1[CH2:11][CH2:12][C@H:13]2[C:18]([NH:20][N:21]([CH3:23])[CH3:22])=[O:19])C1C=CC=CC=1. (5) The reactants are: [O:1]1[CH2:5][CH2:4][C:3]([C:6]2[C:7]([CH3:27])=[C:8]([N:16]3[C:21](=[O:22])[C:20]([O:23]C)=[C:19]([S:25][CH3:26])[CH:18]=[N:17]3)[CH:9]=[CH:10][C:11]=2[S:12]([CH3:15])(=[O:14])=[O:13])=[N:2]1.O1CCC(C2C(C)=C(N3C(=O)C(SC)=C(SC)C=N3)C=CC=2S(C)(=O)=O)=N1.[I-].[Na+].Cl[Si](C)(C)C.[OH-].[Na+]. Given the product [O:1]1[CH2:5][CH2:4][C:3]([C:6]2[C:7]([CH3:27])=[C:8]([N:16]3[C:21](=[O:22])[C:20]([OH:23])=[C:19]([S:25][CH3:26])[CH:18]=[N:17]3)[CH:9]=[CH:10][C:11]=2[S:12]([CH3:15])(=[O:13])=[O:14])=[N:2]1, predict the reactants needed to synthesize it. (6) Given the product [C:1]([O:5][C:6]([N:8]1[CH2:12][C@@H:11]([CH:13]=[O:14])[C@H:10]([C:15]([CH3:23])([CH3:22])[O:16][SiH2:17][C:18]([CH3:21])([CH3:20])[CH3:19])[CH2:9]1)=[O:7])([CH3:3])([CH3:4])[CH3:2], predict the reactants needed to synthesize it. The reactants are: [C:1]([O:5][C:6]([N:8]1[CH2:12][C@@H:11]([CH2:13][OH:14])[C@H:10]([C:15]([CH3:23])([CH3:22])[O:16][SiH2:17][C:18]([CH3:21])([CH3:20])[CH3:19])[CH2:9]1)=[O:7])([CH3:4])([CH3:3])[CH3:2].CC(OI1(OC(C)=O)(OC(C)=O)OC(=O)C2C=CC=CC1=2)=O. (7) The reactants are: [O:1]1[C:5]2[CH:6]=[CH:7][C:8]([C:10]3[NH:11][C:12]4[N:13]([N:17]=[CH:18][C:19]=4[C:20]#[N:21])[C:14](=[O:16])[CH:15]=3)=[CH:9][C:4]=2[O:3][CH2:2]1.[ClH:22]. Given the product [ClH:22].[O:1]1[C:5]2[CH:6]=[CH:7][C:8]([C:10]3[NH:11][C:12]4[N:13]([N:17]=[CH:18][C:19]=4[C:20](=[NH:21])[O:1][CH2:5][C:4]#[CH:9])[C:14](=[O:16])[CH:15]=3)=[CH:9][C:4]=2[O:3][CH2:2]1, predict the reactants needed to synthesize it. (8) Given the product [C:1]([O:5][C:6](=[O:9])[CH:7]([C:10]12[CH2:19][CH:14]3[CH2:15][CH:16]([CH2:18][CH:12]([CH2:13]3)[CH2:11]1)[CH2:17]2)[OH:21])([CH3:4])([CH3:3])[CH3:2], predict the reactants needed to synthesize it. The reactants are: [C:1]([O:5][C:6](=[O:9])[CH2:7]Br)([CH3:4])([CH3:3])[CH3:2].[C:10]12(O)[CH2:19][CH:14]3[CH2:15][CH:16]([CH2:18][CH:12]([CH2:13]3)[CH2:11]1)[CH2:17]2.[OH2:21]. (9) Given the product [C:45]([CH2:44][CH2:43][N:42]([CH:39]1[CH2:41][CH2:40]1)[C:16]1[C:17]2[CH2:23][N:22]([C:24]([O:26][C:27]([CH3:29])([CH3:30])[CH3:28])=[O:25])[CH2:21][CH2:20][C:18]=2[N:19]=[C:14]([NH:13][C:10]2[CH:11]=[CH:12][C:7]([N:3]3[CH:4]=[CH:5][N:6]=[C:2]3[CH3:1])=[CH:8][CH:9]=2)[N:15]=1)#[N:46], predict the reactants needed to synthesize it. The reactants are: [CH3:1][C:2]1[N:3]([C:7]2[CH:12]=[CH:11][C:10]([NH:13][C:14]3[N:15]=[C:16](OS(C(F)(F)F)(=O)=O)[C:17]4[CH2:23][N:22]([C:24]([O:26][C:27]([CH3:30])([CH3:29])[CH3:28])=[O:25])[CH2:21][CH2:20][C:18]=4[N:19]=3)=[CH:9][CH:8]=2)[CH:4]=[CH:5][N:6]=1.[CH:39]1([NH:42][CH2:43][CH2:44][C:45]#[N:46])[CH2:41][CH2:40]1.